Dataset: Full USPTO retrosynthesis dataset with 1.9M reactions from patents (1976-2016). Task: Predict the reactants needed to synthesize the given product. (1) The reactants are: [CH3:1][NH:2][CH:3]1[C:12]2[N:11]=[CH:10][CH:9]=[CH:8][C:7]=2[CH2:6][CH2:5][CH2:4]1.[N:13]1([C:19]2[N:24]3[CH:25]=[C:26]([CH:28]=O)[N:27]=[C:23]3[CH:22]=[CH:21][CH:20]=2)[CH2:18][CH2:17][O:16][CH2:15][CH2:14]1. Given the product [CH3:1][N:2]([CH2:28][C:26]1[N:27]=[C:23]2[CH:22]=[CH:21][CH:20]=[C:19]([N:13]3[CH2:14][CH2:15][O:16][CH2:17][CH2:18]3)[N:24]2[CH:25]=1)[CH:3]1[C:12]2[N:11]=[CH:10][CH:9]=[CH:8][C:7]=2[CH2:6][CH2:5][CH2:4]1, predict the reactants needed to synthesize it. (2) Given the product [F:19][CH:18]([F:20])[CH2:17][O:1][C:2]1[CH:7]=[CH:6][N:5]2[C:8]([C:11]([O:13][CH2:14][CH3:15])=[O:12])=[CH:9][N:10]=[C:4]2[CH:3]=1, predict the reactants needed to synthesize it. The reactants are: [OH:1][C:2]1[CH:7]=[CH:6][N:5]2[C:8]([C:11]([O:13][CH2:14][CH3:15])=[O:12])=[CH:9][N:10]=[C:4]2[CH:3]=1.Br[CH2:17][CH:18]([F:20])[F:19].C([O-])([O-])=O.[Cs+].[Cs+]. (3) Given the product [CH2:1]([O:3][C:4]1[N:8]([C:9]2[C:17]3[O:16][CH2:15][C@@H:14]([NH:18][C:19]4[CH:32]=[CH:31][C:22]5[C@H:23]([CH2:26][C:27]([OH:29])=[O:28])[CH2:24][O:25][C:21]=5[CH:20]=4)[C:13]=3[CH:12]=[CH:11][CH:10]=2)[C:7]2[CH:39]=[CH:40][CH:41]=[CH:42][C:6]=2[N:5]=1)[CH3:2], predict the reactants needed to synthesize it. The reactants are: [CH2:1]([O:3][C:4]1[N:8]([C:9]2[C:17]3[O:16][CH2:15][C@@H:14]([N:18](C(=O)C(F)(F)F)[C:19]4[CH:32]=[CH:31][C:22]5[C@H:23]([CH2:26][C:27]([O:29]C)=[O:28])[CH2:24][O:25][C:21]=5[CH:20]=4)[C:13]=3[CH:12]=[CH:11][CH:10]=2)[C:7]2[CH:39]=[CH:40][CH:41]=[CH:42][C:6]=2[N:5]=1)[CH3:2].[OH-].[Na+].Cl. (4) Given the product [CH3:17][N:14]1[CH2:15][CH2:16][N:7]2[C@@H:8]([CH2:9][CH2:10][O:11][C:12]3[C:2]([CH3:1])=[CH:3][CH:4]=[CH:5][C:6]=32)[CH2:13]1, predict the reactants needed to synthesize it. The reactants are: [CH3:1][C:2]1[C:12]2[O:11][CH2:10][CH2:9][C@H:8]3[CH2:13][NH:14][CH2:15][CH2:16][N:7]3[C:6]=2[CH:5]=[CH:4][CH:3]=1.[CH2:17]=O. (5) Given the product [CH:1]([C:4]1[CH:5]=[C:6]([C:10]2[CH:15]=[CH:14][CH:13]=[CH:12][C:11]=2[CH2:16][N:17]2[CH:22]=[CH:21][CH:20]=[C:19]([C:23]([NH:27][C@@H:28]([CH2:36][CH2:37][CH2:38][NH:39][C:40]([NH:42][S:43]([C:46]3[C:47]([CH3:60])=[C:48]4[C:53](=[C:54]([CH3:57])[C:55]=3[CH3:56])[O:52][C:51]([CH3:59])([CH3:58])[CH2:50][CH2:49]4)(=[O:44])=[O:45])=[NH:41])[C:29]([O:31][C:32]([CH3:33])([CH3:34])[CH3:35])=[O:30])=[O:24])[C:18]2=[O:26])[CH:7]=[CH:8][CH:9]=1)([CH3:3])[CH3:2], predict the reactants needed to synthesize it. The reactants are: [CH:1]([C:4]1[CH:5]=[C:6]([C:10]2[CH:15]=[CH:14][CH:13]=[CH:12][C:11]=2[CH2:16][N:17]2[CH:22]=[CH:21][CH:20]=[C:19]([C:23](O)=[O:24])[C:18]2=[O:26])[CH:7]=[CH:8][CH:9]=1)([CH3:3])[CH3:2].[NH2:27][C@@H:28]([CH2:36][CH2:37][CH2:38][NH:39][C:40]([NH:42][S:43]([C:46]1[C:47]([CH3:60])=[C:48]2[C:53](=[C:54]([CH3:57])[C:55]=1[CH3:56])[O:52][C:51]([CH3:59])([CH3:58])[CH2:50][CH2:49]2)(=[O:45])=[O:44])=[NH:41])[C:29]([O:31][C:32]([CH3:35])([CH3:34])[CH3:33])=[O:30].CN(C(ON1N=NC2C=CC=CC1=2)=[N+](C)C)C.F[P-](F)(F)(F)(F)F.CCN(C(C)C)C(C)C. (6) Given the product [CH3:1][O:2][C:3]1[CH:4]=[C:5]2[C:10](=[CH:11][C:12]=1[O:13][CH3:14])[N:9]=[CH:8][CH:7]=[C:6]2[O:15][C:16]1[CH:17]=[C:18]2[C:23](=[CH:24][CH:25]=1)[C:22]([C:26]([NH:33][C@@H:31]1[CH2:32][C@@H:30]1[F:29])=[O:27])=[CH:21][CH:20]=[CH:19]2, predict the reactants needed to synthesize it. The reactants are: [CH3:1][O:2][C:3]1[CH:4]=[C:5]2[C:10](=[CH:11][C:12]=1[O:13][CH3:14])[N:9]=[CH:8][CH:7]=[C:6]2[O:15][C:16]1[CH:17]=[C:18]2[C:23](=[CH:24][CH:25]=1)[C:22]([C:26](Cl)=[O:27])=[CH:21][CH:20]=[CH:19]2.[F:29][C@H:30]1[CH2:32][C@H:31]1[NH2:33].